Dataset: Peptide-MHC class II binding affinity with 134,281 pairs from IEDB. Task: Regression. Given a peptide amino acid sequence and an MHC pseudo amino acid sequence, predict their binding affinity value. This is MHC class II binding data. The peptide sequence is LIGNGGAGGAGGVGA. The MHC is DRB1_0401 with pseudo-sequence DRB1_0401. The binding affinity (normalized) is 0.339.